Dataset: Forward reaction prediction with 1.9M reactions from USPTO patents (1976-2016). Task: Predict the product of the given reaction. (1) Given the reactants [N:1]([C:4]1[CH:13]=[CH:12][CH:11]=[CH:10][C:5]=1[C:6]([O:8][CH3:9])=[O:7])=[C:2]=[O:3].[C:14]1([CH2:20][N:21]2[CH2:26][CH2:25][NH:24][CH2:23][CH2:22]2)[CH:19]=[CH:18][CH:17]=[CH:16][CH:15]=1, predict the reaction product. The product is: [C:14]1([CH2:20][N:21]2[CH2:22][CH2:23][N:24]([C:2]([NH:1][C:4]3[CH:13]=[CH:12][CH:11]=[CH:10][C:5]=3[C:6]([O:8][CH3:9])=[O:7])=[O:3])[CH2:25][CH2:26]2)[CH:15]=[CH:16][CH:17]=[CH:18][CH:19]=1. (2) Given the reactants Cl.[NH2:2][CH2:3][C:4]1[CH:9]=[CH:8][NH:7][C:6](=[O:10])[CH:5]=1.[OH-].[Na+].[C:13]([O:17][C:18](O[C:18]([O:17][C:13]([CH3:16])([CH3:15])[CH3:14])=[O:19])=[O:19])([CH3:16])([CH3:15])[CH3:14].S([O-])(O)(=O)=O.[K+], predict the reaction product. The product is: [O:10]=[C:6]1[CH:5]=[C:4]([CH2:3][NH:2][C:18](=[O:19])[O:17][C:13]([CH3:16])([CH3:15])[CH3:14])[CH:9]=[CH:8][NH:7]1.